Dataset: Peptide-MHC class II binding affinity with 134,281 pairs from IEDB. Task: Regression. Given a peptide amino acid sequence and an MHC pseudo amino acid sequence, predict their binding affinity value. This is MHC class II binding data. (1) The binding affinity (normalized) is 0.170. The peptide sequence is WKEQEGPEYW. The MHC is HLA-DQA10501-DQB10201 with pseudo-sequence HLA-DQA10501-DQB10201. (2) The peptide sequence is QNRMKLADCAVGFGS. The MHC is DRB5_0101 with pseudo-sequence DRB5_0101. The binding affinity (normalized) is 0.224. (3) The peptide sequence is VLIWVGINTRNMTMSK. The MHC is HLA-DQA10102-DQB10501 with pseudo-sequence HLA-DQA10102-DQB10501. The binding affinity (normalized) is 0.638.